This data is from Reaction yield outcomes from USPTO patents with 853,638 reactions. The task is: Predict the reaction yield, written as a fraction of the theoretical maximum amount of product (1.0 means a 100% yield; for example, 0.34 means a 34% yield). (1) The reactants are [CH:1]1[C:6]([CH:7]=O)=[CH:5][C:4]2[O:9][CH2:10][O:11][C:3]=2[CH:2]=1.N[CH:13]1[CH2:18][CH2:17][CH2:16][CH2:15][CH:14]1[NH2:19].[C:20]([BH3-])#[N:21].[Na+]. The catalyst is CO. The product is [CH2:10]1[O:11][C:3]2[CH:2]=[CH:1][C:6]([CH2:7][NH:19][C@@H:14]3[CH2:15][CH2:16][CH2:17][CH2:18][C@H:13]3[NH:21][CH2:20][C:1]3[CH:6]=[CH:5][C:4]4[O:9][CH2:10][O:11][C:3]=4[CH:2]=3)=[CH:5][C:4]=2[O:9]1. The yield is 0.300. (2) The reactants are Br[C:2]1[CH:11]=[CH:10][C:9]([Cl:12])=[CH:8][C:3]=1[C:4]([O:6][CH3:7])=[O:5].P([O-])([O-])([O-])=O.[K+].[K+].[K+].[CH3:21][C:22]1[C:26](B2OC(C)(C)C(C)(C)O2)=[C:25]([C:36]2([NH:39][C:40](=[O:46])[O:41][C:42]([CH3:45])([CH3:44])[CH3:43])[CH2:38][CH2:37]2)[O:24][N:23]=1. The catalyst is CO.O1CCOCC1.C1C=CC([P]([Pd]([P](C2C=CC=CC=2)(C2C=CC=CC=2)C2C=CC=CC=2)([P](C2C=CC=CC=2)(C2C=CC=CC=2)C2C=CC=CC=2)[P](C2C=CC=CC=2)(C2C=CC=CC=2)C2C=CC=CC=2)(C2C=CC=CC=2)C2C=CC=CC=2)=CC=1. The product is [C:42]([O:41][C:40]([NH:39][C:36]1([C:25]2[O:24][N:23]=[C:22]([CH3:21])[C:26]=2[C:2]2[CH:11]=[CH:10][C:9]([Cl:12])=[CH:8][C:3]=2[C:4]([O:6][CH3:7])=[O:5])[CH2:38][CH2:37]1)=[O:46])([CH3:45])([CH3:44])[CH3:43]. The yield is 0.860.